From a dataset of Forward reaction prediction with 1.9M reactions from USPTO patents (1976-2016). Predict the product of the given reaction. (1) Given the reactants C(OC(=O)C=C[C:7]1[CH:12]=[CH:11][C:10]([C:13]#[C:14][C:15]2[CH:24]=[C:23]([CH:25]3[CH2:27][CH2:26]3)[C:22]3[CH:21]([N:28]([CH:30]4[CH2:32][CH2:31]4)[CH3:29])[CH2:20][CH2:19][C:18]([CH3:34])([CH3:33])[C:17]=3[CH:16]=2)=[CH:9][CH:8]=1)C.[CH3:36][O:37][C:38](=[O:67])[C:39](C1C=CC(C#CC2C=C(C3CC3)C3OC4(CC4)CC(C)(C)C=3C=2)=CC=1)([CH3:41])[CH3:40].C(N(CC)CC)C.C(OCC)(=O)C, predict the reaction product. The product is: [CH3:36][O:37][C:38](=[O:67])[C:39]([C:7]1[CH:8]=[CH:9][C:10]([C:13]#[C:14][C:15]2[CH:24]=[C:23]([CH:25]3[CH2:27][CH2:26]3)[C:22]3[CH:21]([N:28]([CH:30]4[CH2:31][CH2:32]4)[CH3:29])[CH2:20][CH2:19][C:18]([CH3:34])([CH3:33])[C:17]=3[CH:16]=2)=[CH:11][CH:12]=1)([CH3:41])[CH3:40]. (2) The product is: [NH:1]1[C:9]2[C:4](=[C:5]([CH2:10][NH:11][C:12]3[CH:13]=[C:14]([C:24]4[CH:25]=[N:26][CH:27]=[C:28]([C:29]5[NH:38][N:37]=[N:36][N:30]=5)[CH:31]=4)[N:15]=[C:16]([C:18]4[CH:23]=[CH:22][CH:21]=[CH:20][N:19]=4)[N:17]=3)[CH:6]=[CH:7][CH:8]=2)[CH:3]=[CH:2]1. Given the reactants [NH:1]1[C:9]2[C:4](=[C:5]([CH2:10][NH:11][C:12]3[N:17]=[C:16]([C:18]4[CH:23]=[CH:22][CH:21]=[CH:20][N:19]=4)[N:15]=[C:14]([C:24]4[CH:25]=[N:26][CH:27]=[C:28]([CH:31]=4)[C:29]#[N:30])[CH:13]=3)[CH:6]=[CH:7][CH:8]=2)[CH:3]=[CH:2]1.C[Si]([N:36]=[N+:37]=[N-:38])(C)C.C([Sn](=O)CCCC)CCC, predict the reaction product. (3) Given the reactants [C:1]([N:5]1[C:9]([C:10]2[CH:15]=[CH:14][C:13]([CH3:16])=[CH:12][CH:11]=2)=[CH:8][C:7]([CH2:17][CH2:18][CH:19]=O)=[N:6]1)([CH3:4])([CH3:3])[CH3:2].[CH3:21][C:22]1[CH:23]=[C:24]([N:29]2[CH2:34][CH2:33][NH:32][CH2:31][CH2:30]2)[CH:25]=[CH:26][C:27]=1[CH3:28].CCN(C(C)C)C(C)C.[BH-](OC(C)=O)(OC(C)=O)OC(C)=O.[Na+], predict the reaction product. The product is: [C:1]([N:5]1[C:9]([C:10]2[CH:15]=[CH:14][C:13]([CH3:16])=[CH:12][CH:11]=2)=[CH:8][C:7]([CH2:17][CH2:18][CH2:19][N:32]2[CH2:33][CH2:34][N:29]([C:24]3[CH:25]=[CH:26][C:27]([CH3:28])=[C:22]([CH3:21])[CH:23]=3)[CH2:30][CH2:31]2)=[N:6]1)([CH3:4])([CH3:3])[CH3:2]. (4) Given the reactants [CH3:1][NH:2][C:3](=[O:28])[C@@H:4]([NH:14][C:15](=[O:27])[C:16]1[CH:21]=[CH:20][C:19]([F:22])=[CH:18][C:17]=1[C:23]([F:26])([F:25])[F:24])[C@H:5]([OH:13])[C:6]1[CH:11]=[CH:10][CH:9]=[CH:8][C:7]=1[CH3:12].C(N(CC)CC)C.[C:36]1([N:42]([CH3:46])[C:43](Cl)=[O:44])[CH:41]=[CH:40][CH:39]=[CH:38][CH:37]=1, predict the reaction product. The product is: [CH3:1][NH:2][C:3](=[O:28])[C@@H:4]([NH:14][C:15](=[O:27])[C:16]1[CH:21]=[CH:20][C:19]([F:22])=[CH:18][C:17]=1[C:23]([F:24])([F:25])[F:26])[C@H:5]([O:13][C:43]([N:42]([C:36]1[CH:41]=[CH:40][CH:39]=[CH:38][CH:37]=1)[CH3:46])=[O:44])[C:6]1[CH:11]=[CH:10][CH:9]=[CH:8][C:7]=1[CH3:12]. (5) Given the reactants [F:1][C:2]1[CH:3]=[C:4]2[C:10]([C:11]([O:13][CH3:14])=[O:12])=[N:9][NH:8][C:5]2=[N:6][CH:7]=1.[Br:15][C:16]1[CH:17]=[C:18](B(O)O)[CH:19]=[CH:20][CH:21]=1, predict the reaction product. The product is: [Br:15][C:16]1[CH:21]=[C:20]([N:8]2[C:5]3=[N:6][CH:7]=[C:2]([F:1])[CH:3]=[C:4]3[C:10]([C:11]([O:13][CH3:14])=[O:12])=[N:9]2)[CH:19]=[CH:18][CH:17]=1. (6) Given the reactants C[Al](C)C.[CH3:5][CH:6]([C@@H:8]1[NH:13][CH2:12][CH2:11][N:10]([C:14]2[N:19]=[CH:18][C:17]([C:20]([O:22]C)=O)=[CH:16][N:15]=2)[CH2:9]1)[CH3:7].[CH3:24][O:25][C:26]1[CH:27]=[C:28]([CH2:34][CH2:35][C:36]2[CH:37]=[C:38]([NH2:41])[NH:39][N:40]=2)[CH:29]=[C:30]([O:32][CH3:33])[CH:31]=1, predict the reaction product. The product is: [CH3:33][O:32][C:30]1[CH:29]=[C:28]([CH2:34][CH2:35][C:36]2[CH:37]=[C:38]([NH:41][C:20]([C:17]3[CH:18]=[N:19][C:14]([N:10]4[CH2:11][CH2:12][NH:13][C@@H:8]([CH:6]([CH3:5])[CH3:7])[CH2:9]4)=[N:15][CH:16]=3)=[O:22])[NH:39][N:40]=2)[CH:27]=[C:26]([O:25][CH3:24])[CH:31]=1. (7) Given the reactants [CH3:1][O:2][C:3](=[O:20])[C:4]1[CH:9]=[CH:8][C:7]([O:10][C:11]2[CH:16]=[CH:15][C:14]([Br:17])=[CH:13][C:12]=2[CH:18]=O)=[CH:6][CH:5]=1.[CH3:21][Si:22](N[Si:22]([CH3:24])([CH3:23])[CH3:21])([CH3:24])[CH3:23].C([Li])CCC.C[Si](Cl)(C)C.[CH2:40]([N:42](CC)CC)[CH3:41].C(Cl)(=[O:49])C, predict the reaction product. The product is: [Br:17][C:14]1[CH:15]=[CH:16][C:11]([O:10][C:7]2[CH:8]=[CH:9][C:4]([C:3]([O:2][CH3:1])=[O:20])=[CH:5][CH:6]=2)=[C:12]([CH:18]=[N:42][C:40]([O:49][Si:22]([CH3:24])([CH3:23])[CH3:21])=[CH2:41])[CH:13]=1. (8) The product is: [Br:1][C:2]1[CH:11]=[C:10]2[C:5]([CH2:6][CH2:7][N:8]([C:17](=[O:35])[C:18]([N:20]([C:31]([CH3:34])([CH3:32])[CH3:33])[CH2:21][CH2:22][CH2:23][C:24]#[C:25][C:26]3[S:27][CH:28]=[CH:29][CH:30]=3)=[O:19])[CH:9]2[C:12]([OH:14])=[O:13])=[CH:4][C:3]=1[O:36][CH3:37]. Given the reactants [Br:1][C:2]1[CH:11]=[C:10]2[C:5]([CH2:6][CH2:7][N:8]([C:17](=[O:35])[C:18]([N:20]([C:31]([CH3:34])([CH3:33])[CH3:32])[CH2:21][CH2:22][CH2:23][C:24]#[C:25][C:26]3[S:27][CH:28]=[CH:29][CH:30]=3)=[O:19])[CH:9]2[C:12]([O:14]CC)=[O:13])=[CH:4][C:3]=1[O:36][CH3:37].[OH-].[K+].Cl, predict the reaction product. (9) Given the reactants [Cl:1][C:2]1[CH:3]=[CH:4][C:5]2[N:11]3[CH:12]=[CH:13][CH:14]=[C:10]3[C@@H:9]([CH2:15][C:16]([NH:18][C@@H:19]3[CH2:24][CH2:23][CH2:22][CH2:21][C@@H:20]3[C:25]([O:27]CC)=[O:26])=[O:17])[O:8][C@H:7]([C:30]3[CH:35]=[CH:34][CH:33]=[C:32]([O:36][CH3:37])[C:31]=3[O:38][CH3:39])[C:6]=2[CH:40]=1.C(=O)([O-])[O-].[K+].[K+].Cl.C(OCC)(=O)C, predict the reaction product. The product is: [Cl:1][C:2]1[CH:3]=[CH:4][C:5]2[N:11]3[CH:12]=[CH:13][CH:14]=[C:10]3[C@@H:9]([CH2:15][C:16]([NH:18][C@@H:19]3[CH2:24][CH2:23][CH2:22][CH2:21][C@@H:20]3[C:25]([OH:27])=[O:26])=[O:17])[O:8][C@H:7]([C:30]3[CH:35]=[CH:34][CH:33]=[C:32]([O:36][CH3:37])[C:31]=3[O:38][CH3:39])[C:6]=2[CH:40]=1.